Dataset: Catalyst prediction with 721,799 reactions and 888 catalyst types from USPTO. Task: Predict which catalyst facilitates the given reaction. Reactant: C(Cl)CCl.C1C=NC2N(O)N=NC=2C=1.[NH2:15][C:16]1[CH:17]=[N:18][CH:19]=[CH:20][C:21]=1[C@H:22]1[CH2:27][C@@H:26]([NH:28][C:29](=[O:35])[O:30][C:31]([CH3:34])([CH3:33])[CH3:32])[C@@H:25]([C:36]#[N:37])[C@@H:24]([CH3:38])[CH2:23]1.[F:39][C:40]1[CH:45]=[CH:44][CH:43]=[C:42]([F:46])[C:41]=1[C:47]1[N:52]=[C:51]([C:53]([OH:55])=[O:54])[CH:50]=[CH:49][C:48]=1[F:56]. Product: [C:36]([C@H:25]1[C@@H:24]([CH3:38])[CH2:23][C@@H:22]([C:21]2[CH:20]=[CH:19][N:18]=[CH:17][C:16]=2[NH:15][C:53](=[O:54])[C:51]2[CH:50]=[CH:49][C:48]([F:56])=[C:47]([C:41]3[C:40]([F:39])=[CH:45][CH:44]=[CH:43][C:42]=3[F:46])[N:52]=2)[CH2:27][C@H:26]1[NH:28][C:29](=[O:35])[O:30][C:31]([CH3:32])([CH3:33])[CH3:34])#[N:37].[C:36]([C@@H:25]1[C@H:24]([CH3:38])[CH2:23][C@H:22]([C:21]2[CH:20]=[CH:19][N:18]=[CH:17][C:16]=2[NH:15][C:53](=[O:55])[C:51]2[CH:50]=[CH:49][C:48]([F:56])=[C:47]([C:41]3[C:42]([F:46])=[CH:43][CH:44]=[CH:45][C:40]=3[F:39])[N:52]=2)[CH2:27][C@@H:26]1[NH:28][C:29](=[O:35])[O:30][C:31]([CH3:34])([CH3:33])[CH3:32])#[N:37]. The catalyst class is: 18.